Task: Predict the reactants needed to synthesize the given product.. Dataset: Full USPTO retrosynthesis dataset with 1.9M reactions from patents (1976-2016) (1) The reactants are: [O:1]1[CH2:5][CH2:4][CH2:3][C@@H:2]1[C:6]([OH:8])=O.Cl.[CH3:10][O:11][CH2:12][CH2:13][O:14][C:15]1[CH:16]=[C:17]2[C:22](=[CH:23][C:24]=1[O:25][CH2:26][CH2:27][O:28][CH3:29])[N:21]=[CH:20][N:19]=[C:18]2[NH:30][C:31]1[CH:36]=[CH:35][C:34]([O:37][CH:38]2[CH2:43][CH2:42][NH:41][CH2:40][CH2:39]2)=[C:33]([CH3:44])[CH:32]=1. Given the product [CH3:10][O:11][CH2:12][CH2:13][O:14][C:15]1[CH:16]=[C:17]2[C:22](=[CH:23][C:24]=1[O:25][CH2:26][CH2:27][O:28][CH3:29])[N:21]=[CH:20][N:19]=[C:18]2[NH:30][C:31]1[CH:36]=[CH:35][C:34]([O:37][CH:38]2[CH2:39][CH2:40][N:41]([C:6]([CH:2]3[CH2:3][CH2:4][CH2:5][O:1]3)=[O:8])[CH2:42][CH2:43]2)=[C:33]([CH3:44])[CH:32]=1, predict the reactants needed to synthesize it. (2) Given the product [OH:28][CH2:27][CH2:26][CH2:25][CH:21]1[CH2:22][CH2:23][CH2:24][N:19]([C:9]([O:8][CH2:7][C:1]2[CH:2]=[CH:3][CH:4]=[CH:5][CH:6]=2)=[O:11])[CH2:20]1, predict the reactants needed to synthesize it. The reactants are: [C:1]1([CH2:7][O:8][C:9]([O:11]N2C(=O)CCC2=O)=O)[CH:6]=[CH:5][CH:4]=[CH:3][CH:2]=1.[NH:19]1[CH2:24][CH2:23][CH2:22][CH:21]([CH2:25][CH2:26][CH2:27][OH:28])[CH2:20]1.C(N(CC)CC)C. (3) Given the product [CH:1]([O:5][C:6]1[CH:7]=[C:8]([CH:26]=[CH:27][CH:28]=1)[CH2:9][C:10]1[C:19]2[C:14](=[CH:15][C:16]([O:22][CH3:23])=[C:17]([O:20][CH3:21])[CH:18]=2)[C:13]([CH2:24][Cl:40])=[CH:12][N:11]=1)([CH2:3][CH3:4])[CH3:2], predict the reactants needed to synthesize it. The reactants are: [CH:1]([O:5][C:6]1[CH:7]=[C:8]([CH:26]=[CH:27][CH:28]=1)[CH2:9][C:10]1[C:19]2[C:14](=[CH:15][C:16]([O:22][CH3:23])=[C:17]([O:20][CH3:21])[CH:18]=2)[C:13]([CH2:24]O)=[CH:12][N:11]=1)([CH2:3][CH3:4])[CH3:2].C(N(CC)CC)C.CS([Cl:40])(=O)=O.[Cl-].[Li+]. (4) Given the product [F:1][C:2]1[CH:10]=[CH:9][CH:8]=[C:7]2[C:3]=1[C:4]([CH:11]=[O:12])=[CH:5][N:6]2[C:24]([O:23][C:20]([CH3:22])([CH3:21])[CH3:19])=[O:25], predict the reactants needed to synthesize it. The reactants are: [F:1][C:2]1[CH:10]=[CH:9][CH:8]=[C:7]2[C:3]=1[C:4]([CH:11]=[O:12])=[CH:5][NH:6]2.C(=O)([O-])[O-].[K+].[K+].[CH3:19][C:20]([O:23][C:24](O[C:24]([O:23][C:20]([CH3:22])([CH3:21])[CH3:19])=[O:25])=[O:25])([CH3:22])[CH3:21]. (5) Given the product [C:56]1([C:59]2([C:22]3[CH:23]=[CH:28][C:19]([N:29]([C:72]4[C:70]5[C:71](=[CH:32][CH:33]=[CH:34][CH:73]=5)[CH:26]=[CH:25][CH:24]=4)[C:2]4[C:15]5=[C:16]6[C:17]7[C:12]([CH:13]=[CH:14]5)=[CH:11][CH:10]=[C:9]([N:29]([C:30]5[CH:31]=[CH:32][C:33]([C:36]8([C:49]9[CH:54]=[CH:53][CH:52]=[CH:51][CH:50]=9)[C:48]9[CH:47]=[CH:46][CH:45]=[CH:44][C:43]=9[C:42]9[C:37]8=[CH:38][CH:39]=[CH:40][CH:41]=9)=[CH:34][CH:35]=5)[C:19]5[C:28]8[C:23](=[CH:24][CH:25]=[CH:26][CH:27]=8)[CH:22]=[CH:21][CH:20]=5)[C:8]=7[CH:7]=[CH:6][C:5]6=[CH:4][CH:3]=4)=[CH:20][CH:21]=3)[C:41]3[CH:40]=[CH:39][CH:38]=[CH:37][C:42]=3[C:43]3[C:44]2=[CH:45][CH:46]=[CH:47][CH:48]=3)[CH:57]=[CH:31][CH:30]=[CH:35][CH:55]=1, predict the reactants needed to synthesize it. The reactants are: Br[C:2]1[C:15]2[C:16]3=[C:17]4[C:12](=[CH:13][CH:14]=2)[CH:11]=[CH:10][C:9](Br)=[C:8]4[CH:7]=[CH:6][C:5]3=[CH:4][CH:3]=1.[C:19]1([NH:29][C:30]2[CH:35]=[CH:34][C:33]([C:36]3([C:49]4[CH:54]=[CH:53][CH:52]=[CH:51][CH:50]=4)[C:48]4[CH:47]=[CH:46][CH:45]=[CH:44][C:43]=4[C:42]4[C:37]3=[CH:38][CH:39]=[CH:40][CH:41]=4)=[CH:32][CH:31]=2)[C:28]2[C:23](=[CH:24][CH:25]=[CH:26][CH:27]=2)[CH:22]=[CH:21][CH:20]=1.[CH3:55][C:56]([CH3:59])([O-])[CH3:57].[Na+].[C:70](P([C:70]([CH3:73])([CH3:72])[CH3:71])[C:70]([CH3:73])([CH3:72])[CH3:71])([CH3:73])([CH3:72])[CH3:71]. (6) Given the product [NH2:20][C:6]1[CH:5]=[C:4]([CH:9]=[CH:8][C:7]=1[N:10]1[CH:14]=[CH:13][N:12]=[C:11]1[C:15]1[CH:19]=[CH:18][S:17][CH:16]=1)[C:3]([N:2]([CH3:24])[CH3:1])=[O:23], predict the reactants needed to synthesize it. The reactants are: [CH3:1][N:2]([CH3:24])[C:3](=[O:23])[C:4]1[CH:9]=[CH:8][C:7]([N:10]2[CH:14]=[CH:13][N:12]=[C:11]2[C:15]2[CH:19]=[CH:18][S:17][CH:16]=2)=[C:6]([N+:20]([O-])=O)[CH:5]=1.C(O)(=O)C.[O-]S([O-])(=S)=O.[Na+].[Na+].N. (7) Given the product [C:5]([O:9][C:10]([N:12]1[CH2:17][C@H:16]([CH2:18][N:19]2[C@H:20]([CH3:26])[CH2:21][O:22][CH2:23][C@H:24]2[CH3:25])[NH:15][CH2:14][C@H:13]1[CH3:34])=[O:11])([CH3:8])([CH3:6])[CH3:7], predict the reactants needed to synthesize it. The reactants are: C(O)(=O)C.[C:5]([O:9][C:10]([N:12]1[CH2:17][C@H:16]([CH2:18][N:19]2[C@H:24]([CH3:25])[CH2:23][O:22][CH2:21][C@H:20]2[CH3:26])[N:15](CC2C=CC=CC=2)[CH2:14][C@H:13]1[CH3:34])=[O:11])([CH3:8])([CH3:7])[CH3:6].